From a dataset of Catalyst prediction with 721,799 reactions and 888 catalyst types from USPTO. Predict which catalyst facilitates the given reaction. (1) Reactant: [CH3:1][O:2][C:3]1[CH:11]=[C:6]2[CH:7]=[CH:8][CH:9]=[CH:10][N:5]2[N:4]=1.[C:12](Cl)(=[O:16])[CH:13]([CH3:15])[CH3:14].[Al+3].[Cl-].[Cl-].[Cl-]. Product: [CH3:1][O:2][C:3]1[C:11]([C:12](=[O:16])[CH:13]([CH3:15])[CH3:14])=[C:6]2[CH:7]=[CH:8][CH:9]=[CH:10][N:5]2[N:4]=1. The catalyst class is: 26. (2) Reactant: [N:1]1([CH2:10][CH2:11][OH:12])[C:5]2[CH:6]=[CH:7][CH:8]=[CH:9][C:4]=2[N:3]=[CH:2]1.[CH3:13][O:14][CH2:15][C:16](OC)=[O:17].C[O-].[Na+]. Product: [CH3:13][O:14][CH2:15][C:16]([O:12][CH2:11][CH2:10][N:1]1[C:5]2[CH:6]=[CH:7][CH:8]=[CH:9][C:4]=2[N:3]=[CH:2]1)=[O:17]. The catalyst class is: 270. (3) Reactant: [CH3:1][C:2]([Si:5](Cl)([CH3:7])[CH3:6])([CH3:4])[CH3:3].C(N(CC)CC)C.[S:16]1[C:20]([CH2:21][CH:22]([OH:25])[C:23]#[CH:24])=[CH:19][C:18]2[CH:26]=[CH:27][CH:28]=[CH:29][C:17]1=2.[NH4+].[Cl-]. Product: [S:16]1[C:20]([CH2:21][CH:22]([O:25][Si:5]([C:2]([CH3:4])([CH3:3])[CH3:1])([CH3:7])[CH3:6])[C:23]#[CH:24])=[CH:19][C:18]2[CH:26]=[CH:27][CH:28]=[CH:29][C:17]1=2. The catalyst class is: 166. (4) Reactant: [N:1]1[CH:6]=[CH:5][C:4](B(O)O)=[CH:3][CH:2]=1.[CH3:10][N:11]([C:21]1[CH:26]=[CH:25][C:24]([NH:27][C:28]([NH:30][C:31]2[CH:36]=[CH:35][CH:34]=[CH:33][CH:32]=2)=[O:29])=[CH:23][CH:22]=1)[S:12]([C:15]1[S:16][C:17](Br)=[CH:18][CH:19]=1)(=[O:14])=[O:13].C([O-])([O-])=O.[Na+].[Na+]. Product: [CH3:10][N:11]([C:21]1[CH:22]=[CH:23][C:24]([NH:27][C:28]([NH:30][C:31]2[CH:36]=[CH:35][CH:34]=[CH:33][CH:32]=2)=[O:29])=[CH:25][CH:26]=1)[S:12]([C:15]1[S:16][C:17]([C:4]2[CH:5]=[CH:6][N:1]=[CH:2][CH:3]=2)=[CH:18][CH:19]=1)(=[O:14])=[O:13]. The catalyst class is: 104.